Dataset: Forward reaction prediction with 1.9M reactions from USPTO patents (1976-2016). Task: Predict the product of the given reaction. (1) Given the reactants [Cl:1][C:2]1[N:3]=[C:4]([N:23]2[CH:27]=[CH:26][CH:25]=[N:24]2)[C:5](=[O:22])[N:6]([CH2:17][C@@H:18]([CH3:21])[CH2:19][CH3:20])[C:7]=1[C:8]1[C:13]([F:14])=[CH:12][C:11]([OH:15])=[CH:10][C:9]=1[F:16].C[C@@H](CC)CN.Cl[CH2:35][CH2:36][CH2:37][N:38]([CH3:49])[C:39](=[O:48])[O:40][CH2:41][C:42]1[CH:47]=[CH:46][CH:45]=[CH:44][CH:43]=1.C(=O)([O-])[O-].[Cs+].[Cs+], predict the reaction product. The product is: [Cl:1][C:2]1[N:3]=[C:4]([N:23]2[CH:27]=[CH:26][CH:25]=[N:24]2)[C:5](=[O:22])[N:6]([CH2:17][C@@H:18]([CH3:21])[CH2:19][CH3:20])[C:7]=1[C:8]1[C:9]([F:16])=[CH:10][C:11]([O:15][CH2:35][CH2:36][CH2:37][N:38]([CH3:49])[C:39](=[O:48])[O:40][CH2:41][C:42]2[CH:43]=[CH:44][CH:45]=[CH:46][CH:47]=2)=[CH:12][C:13]=1[F:14]. (2) Given the reactants C[O:2][C:3](=[O:15])[C:4]1[CH:9]=[CH:8][C:7]([C:10]([F:13])([F:12])[F:11])=[CH:6][C:5]=1[OH:14].[CH3:16][CH:17](O)[CH3:18].C1(P(C2C=CC=CC=2)C2C=CC=CC=2)C=CC=CC=1.N(C(OC(C)(C)C)=O)=NC(OC(C)(C)C)=O.[OH-].[Na+], predict the reaction product. The product is: [CH:17]([O:14][C:5]1[CH:6]=[C:7]([C:10]([F:13])([F:12])[F:11])[CH:8]=[CH:9][C:4]=1[C:3]([OH:2])=[O:15])([CH3:18])[CH3:16].